Task: Predict the reaction yield, written as a fraction of the theoretical maximum amount of product (1.0 means a 100% yield; for example, 0.34 means a 34% yield).. Dataset: Reaction yield outcomes from USPTO patents with 853,638 reactions (1) The reactants are [CH3:1][C:2]1[CH:7]=[C:6]([CH3:8])[NH:5][C:4](=[O:9])[C:3]=1[CH2:10][NH:11][C:12]([C:14]1[C:15]([CH3:43])=[C:16]([N:28]([CH3:42])[CH:29]2[CH2:34][CH2:33][N:32](C(OC(C)(C)C)=O)[CH2:31][CH2:30]2)[CH:17]=[C:18]([C:20]2[CH:21]=[N:22][C:23]([CH:26]=O)=[CH:24][CH:25]=2)[CH:19]=1)=[O:13].[NH:44]1[CH2:49][CH2:48][O:47][CH2:46][CH2:45]1.CO.C(O)(=O)C.[BH3-]C#N.[Na+]. No catalyst specified. The product is [CH3:1][C:2]1[CH:7]=[C:6]([CH3:8])[NH:5][C:4](=[O:9])[C:3]=1[CH2:10][NH:11][C:12](=[O:13])[C:14]1[CH:19]=[C:18]([C:20]2[CH:21]=[N:22][C:23]([CH2:26][N:44]3[CH2:49][CH2:48][O:47][CH2:46][CH2:45]3)=[CH:24][CH:25]=2)[CH:17]=[C:16]([N:28]([CH3:42])[CH:29]2[CH2:34][CH2:33][NH:32][CH2:31][CH2:30]2)[C:15]=1[CH3:43]. The yield is 0.658. (2) The reactants are [CH2:1]([NH:5][CH2:6][CH2:7][NH2:8])[CH2:2][CH2:3][CH3:4].[N:9]#[C:10][Br:11]. No catalyst specified. The product is [BrH:11].[CH2:1]([N:5]1[CH2:6][CH2:7][N:8]=[C:10]1[NH2:9])[CH2:2][CH2:3][CH3:4]. The yield is 0.570.